From a dataset of Reaction yield outcomes from USPTO patents with 853,638 reactions. Predict the reaction yield, written as a fraction of the theoretical maximum amount of product (1.0 means a 100% yield; for example, 0.34 means a 34% yield). The reactants are [C:1]([O:4][C@H:5]1[CH2:22][C@@H:21]([O:23][C:24](=[O:26])[CH3:25])[C@@:20]2([CH3:27])[C:7](=[CH:8][C:9](=[N:28][OH:29])[C@@H:10]3[C@@H:19]2[CH2:18][CH2:17][C@@:15]2([CH3:16])[C@H:11]3[CH2:12][CH2:13][CH2:14]2)[CH2:6]1)(=[O:3])[CH3:2].C(=O)([O-])[O-].[K+].[K+].Br[CH2:37][CH2:38][CH2:39][Cl:40].O. The catalyst is CC(CC)=O. The product is [C:1]([O:4][C@H:5]1[CH2:22][C@@H:21]([O:23][C:24](=[O:26])[CH3:25])[C@@:20]2([CH3:27])[C:7](=[CH:8][C:9](=[N:28][O:29][CH2:37][CH2:38][CH2:39][Cl:40])[C@@H:10]3[C@@H:19]2[CH2:18][CH2:17][C@@:15]2([CH3:16])[C@H:11]3[CH2:12][CH2:13][CH2:14]2)[CH2:6]1)(=[O:3])[CH3:2]. The yield is 0.588.